Dataset: Peptide-MHC class I binding affinity with 185,985 pairs from IEDB/IMGT. Task: Regression. Given a peptide amino acid sequence and an MHC pseudo amino acid sequence, predict their binding affinity value. This is MHC class I binding data. (1) The peptide sequence is LNQTVHSL. The MHC is H-2-Db with pseudo-sequence H-2-Db. The binding affinity (normalized) is 0. (2) The peptide sequence is LYLTQDLFL. The MHC is HLA-A23:01 with pseudo-sequence HLA-A23:01. The binding affinity (normalized) is 0. (3) The peptide sequence is PIPMSRLFM. The MHC is HLA-A02:02 with pseudo-sequence HLA-A02:02. The binding affinity (normalized) is 0.236. (4) The peptide sequence is RTIILVGYM. The MHC is HLA-A02:03 with pseudo-sequence HLA-A02:03. The binding affinity (normalized) is 0.268. (5) The peptide sequence is KLLKSWVSK. The MHC is HLA-A24:03 with pseudo-sequence HLA-A24:03. The binding affinity (normalized) is 0.0847. (6) The peptide sequence is SLGGHTVWQ. The MHC is HLA-A02:19 with pseudo-sequence HLA-A02:19. The binding affinity (normalized) is 0.0847. (7) The MHC is HLA-B46:01 with pseudo-sequence HLA-B46:01. The binding affinity (normalized) is 0.278. The peptide sequence is YWAVVPLVY.